The task is: Predict the reactants needed to synthesize the given product.. This data is from Full USPTO retrosynthesis dataset with 1.9M reactions from patents (1976-2016). (1) Given the product [CH3:42][C:32]1[CH:37]=[CH:36][C:35]([S:38]([O:24][CH2:23][C@:18]([CH2:17][NH:16][C:14]([C:3]2[CH:4]=[N:5][N:6]([C:7]3[CH:8]=[CH:9][C:10]([F:13])=[CH:11][CH:12]=3)[C:2]=2[NH2:1])=[O:15])([OH:25])[C:19]([F:22])([F:21])[F:20])(=[O:40])=[O:39])=[CH:34][CH:33]=1, predict the reactants needed to synthesize it. The reactants are: [NH2:1][C:2]1[N:6]([C:7]2[CH:12]=[CH:11][C:10]([F:13])=[CH:9][CH:8]=2)[N:5]=[CH:4][C:3]=1[C:14]([NH:16][CH2:17][C@:18]([OH:25])([CH2:23][OH:24])[C:19]([F:22])([F:21])[F:20])=[O:15].N1C=CC=CC=1.[C:32]1([CH3:42])[CH:37]=[CH:36][C:35]([S:38](Cl)(=[O:40])=[O:39])=[CH:34][CH:33]=1. (2) Given the product [Br:32][C:28]1[CH:27]=[C:26]2[C:31](=[CH:30][CH:29]=1)[C:22]([CH2:21][N:18]1[C:17]3[CH:35]=[CH:36][C:37]([C:39]#[N:40])=[CH:38][C:16]=3[N:15]([C:48](=[O:50])[C:47]3[CH:46]=[CH:45][C:44]([C:43]([N:15]4[C:16]5[CH:38]=[C:37]([C:39]#[N:40])[CH:36]=[CH:35][C:17]=5[N:18]([CH2:21][C:22]5[C:31]6[C:26](=[CH:27][C:28]([Br:32])=[CH:29][CH:30]=6)[CH:25]=[CH:24][C:23]=5[O:33][CH3:34])[C:19](=[O:20])[C@@H:13]([NH:12][C:11](=[O:41])[C@@H:9]([N:7]([C:6]([O:5][C:1]([CH3:4])([CH3:3])[CH3:2])=[O:42])[CH3:8])[CH3:10])[CH2:14]4)=[O:54])=[CH:52][CH:51]=3)[CH2:14][C@H:13]([NH:12][C:11](=[O:41])[C@@H:9]([N:7]([CH3:8])[C:6](=[O:42])[O:5][C:1]([CH3:2])([CH3:3])[CH3:4])[CH3:10])[C:19]1=[O:20])=[C:23]([O:33][CH3:34])[CH:24]=[CH:25]2, predict the reactants needed to synthesize it. The reactants are: [C:1]([O:5][C:6](=[O:42])[N:7]([C@H:9]([C:11](=[O:41])[NH:12][C@@H:13]1[C:19](=[O:20])[N:18]([CH2:21][C:22]2[C:31]3[C:26](=[CH:27][C:28]([Br:32])=[CH:29][CH:30]=3)[CH:25]=[CH:24][C:23]=2[O:33][CH3:34])[C:17]2[CH:35]=[CH:36][C:37]([C:39]#[N:40])=[CH:38][C:16]=2[NH:15][CH2:14]1)[CH3:10])[CH3:8])([CH3:4])([CH3:3])[CH3:2].[C:43]([OH:54])(=O)[C:44]1[CH:52]=[CH:51][C:47]([C:48]([OH:50])=O)=[CH:46][CH:45]=1.O=P(Cl)(Cl)Cl. (3) Given the product [Br:19][C:6]1[C:5]([NH2:11])=[C:4]([CH:3]([O:2][CH3:1])[O:12][CH3:13])[C:9]([F:10])=[CH:8][N:7]=1, predict the reactants needed to synthesize it. The reactants are: [CH3:1][O:2][CH:3]([O:12][CH3:13])[C:4]1[C:9]([F:10])=[CH:8][N:7]=[CH:6][C:5]=1[NH2:11].C([O-])(=O)C.[Na+].[Br:19]Br.C(=O)([O-])O.[Na+]. (4) The reactants are: [Cl:1][C:2]1[N:3]=[C:4]([N:15]2[CH2:20][CH2:19][O:18][CH2:17][C@@H:16]2[CH3:21])[C:5]2[CH2:10][N:9]([CH2:11][CH:12]3CC3)[CH2:8][C:6]=2[N:7]=1.C=O.Cl.ClC1N=C(N2CCOC[C@@H]2C)C2CCNCC=2N=1. Given the product [Cl:1][C:2]1[N:3]=[C:4]([N:15]2[CH2:20][CH2:19][O:18][CH2:17][C@@H:16]2[CH3:21])[C:5]2[CH2:12][CH2:11][N:9]([CH3:10])[CH2:8][C:6]=2[N:7]=1, predict the reactants needed to synthesize it. (5) Given the product [CH3:1][O:2][C:3]([C:5]1[N:10]=[C:9]([Br:22])[C:8]2[C:11]([C:14]3[CH:19]=[CH:18][C:17]([F:20])=[CH:16][CH:15]=3)=[CH:12][S:13][C:7]=2[C:6]=1[OH:21])=[O:4], predict the reactants needed to synthesize it. The reactants are: [CH3:1][O:2][C:3]([C:5]1[N:10]=[CH:9][C:8]2[C:11]([C:14]3[CH:19]=[CH:18][C:17]([F:20])=[CH:16][CH:15]=3)=[CH:12][S:13][C:7]=2[C:6]=1[OH:21])=[O:4].[Br:22]N1C(=O)CCC1=O.C(OOC(=O)C1C=CC=CC=1)(=O)C1C=CC=CC=1. (6) Given the product [Cl:1][C:2]1[CH:3]=[C:4]([C:9]2[CH:17]=[CH:16][CH:15]=[C:14]3[C:10]=2[CH2:11][C:12](=[O:41])[NH:13]3)[CH:5]=[CH:6][C:7]=1[F:8], predict the reactants needed to synthesize it. The reactants are: [Cl:1][C:2]1[CH:3]=[C:4]([C:9]2[CH:17]=[CH:16][CH:15]=[C:14]3[C:10]=2[CH:11]=[CH:12][NH:13]3)[CH:5]=[CH:6][C:7]=1[F:8].[Br-].[Br-].[Br-].[NH+]1C=CC=CC=1.[NH+]1C=CC=CC=1.[NH+]1C=CC=CC=1.C(O)(=[O:41])C.